This data is from hERG potassium channel inhibition data for cardiac toxicity prediction from Karim et al.. The task is: Regression/Classification. Given a drug SMILES string, predict its toxicity properties. Task type varies by dataset: regression for continuous values (e.g., LD50, hERG inhibition percentage) or binary classification for toxic/non-toxic outcomes (e.g., AMES mutagenicity, cardiotoxicity, hepatotoxicity). Dataset: herg_karim. (1) The compound is O=C1CN(CCc2ccc(F)cc2)CCN1C1CCc2cc(CN3CCOCC3)ccc2C1. The result is 0 (non-blocker). (2) The compound is O=C(NC1CCN(Cc2ccc3c(c2)OCO3)CC1)C1=CC(=O)c2cc(F)c(F)cc2C1. The result is 1 (blocker). (3) The compound is O=C1NC(=O)C(Cc2coc3ccc(Cl)cc3c2=O)S1. The result is 1 (blocker). (4) The drug is CC/N=C(\c1ccc(OC)c(OC)c1)N1CCCc2cc(C3=NNC(=O)S[C@H]3C)ccc21. The result is 1 (blocker). (5) The drug is CCCC[C@@H]1C[C@H](N(C)C(C)C)CC[C@@H]1NC(=O)CNC(=O)c1cccc(C(F)(F)F)c1. The result is 1 (blocker).